The task is: Regression. Given two drug SMILES strings and cell line genomic features, predict the synergy score measuring deviation from expected non-interaction effect.. This data is from NCI-60 drug combinations with 297,098 pairs across 59 cell lines. (1) Drug 1: CCN(CC)CCCC(C)NC1=C2C=C(C=CC2=NC3=C1C=CC(=C3)Cl)OC. Drug 2: CCC1(C2=C(COC1=O)C(=O)N3CC4=CC5=C(C=CC(=C5CN(C)C)O)N=C4C3=C2)O.Cl. Cell line: CAKI-1. Synergy scores: CSS=30.5, Synergy_ZIP=-12.8, Synergy_Bliss=-5.28, Synergy_Loewe=-21.7, Synergy_HSA=-4.41. (2) Drug 1: CC1C(C(=O)NC(C(=O)N2CCCC2C(=O)N(CC(=O)N(C(C(=O)O1)C(C)C)C)C)C(C)C)NC(=O)C3=C4C(=C(C=C3)C)OC5=C(C(=O)C(=C(C5=N4)C(=O)NC6C(OC(=O)C(N(C(=O)CN(C(=O)C7CCCN7C(=O)C(NC6=O)C(C)C)C)C)C(C)C)C)N)C. Drug 2: CC1=C(C(=CC=C1)Cl)NC(=O)C2=CN=C(S2)NC3=CC(=NC(=N3)C)N4CCN(CC4)CCO. Cell line: HOP-92. Synergy scores: CSS=-2.20, Synergy_ZIP=3.86, Synergy_Bliss=6.71, Synergy_Loewe=1.39, Synergy_HSA=0.563. (3) Drug 1: CC(C)(C#N)C1=CC(=CC(=C1)CN2C=NC=N2)C(C)(C)C#N. Drug 2: CC1=C2C(C(=O)C3(C(CC4C(C3C(C(C2(C)C)(CC1OC(=O)C(C(C5=CC=CC=C5)NC(=O)OC(C)(C)C)O)O)OC(=O)C6=CC=CC=C6)(CO4)OC(=O)C)O)C)O. Cell line: HCT-15. Synergy scores: CSS=-3.14, Synergy_ZIP=1.25, Synergy_Bliss=-1.06, Synergy_Loewe=-3.57, Synergy_HSA=-3.79. (4) Synergy scores: CSS=1.15, Synergy_ZIP=-4.94, Synergy_Bliss=-9.55, Synergy_Loewe=-5.42, Synergy_HSA=-5.28. Cell line: LOX IMVI. Drug 1: C1CC(=O)NC(=O)C1N2CC3=C(C2=O)C=CC=C3N. Drug 2: CCCCC(=O)OCC(=O)C1(CC(C2=C(C1)C(=C3C(=C2O)C(=O)C4=C(C3=O)C=CC=C4OC)O)OC5CC(C(C(O5)C)O)NC(=O)C(F)(F)F)O. (5) Drug 1: CC1=C(C(CCC1)(C)C)C=CC(=CC=CC(=CC(=O)O)C)C. Drug 2: CCC(=C(C1=CC=CC=C1)C2=CC=C(C=C2)OCCN(C)C)C3=CC=CC=C3.C(C(=O)O)C(CC(=O)O)(C(=O)O)O. Cell line: NCIH23. Synergy scores: CSS=-0.496, Synergy_ZIP=-3.29, Synergy_Bliss=-5.34, Synergy_Loewe=-5.78, Synergy_HSA=-5.00. (6) Drug 1: CN(C)C1=NC(=NC(=N1)N(C)C)N(C)C. Drug 2: C(=O)(N)NO. Cell line: MOLT-4. Synergy scores: CSS=-5.14, Synergy_ZIP=-0.996, Synergy_Bliss=-11.0, Synergy_Loewe=-17.9, Synergy_HSA=-16.0.